Predict the product of the given reaction. From a dataset of Forward reaction prediction with 1.9M reactions from USPTO patents (1976-2016). (1) Given the reactants [CH2:1]([O:8][C:9]([N:11]1[CH2:16][CH2:15][CH:14]([CH2:17][NH:18][C:19]2[C:24](Cl)=[N:23][CH:22]=[CH:21][N:20]=2)[CH2:13][CH2:12]1)=[O:10])[C:2]1[CH:7]=[CH:6][CH:5]=[CH:4][CH:3]=1.[CH3:26][O-:27].[Na+], predict the reaction product. The product is: [CH2:1]([O:8][C:9]([N:11]1[CH2:16][CH2:15][CH:14]([CH2:17][NH:18][C:19]2[C:24]([O:27][CH3:26])=[N:23][CH:22]=[CH:21][N:20]=2)[CH2:13][CH2:12]1)=[O:10])[C:2]1[CH:7]=[CH:6][CH:5]=[CH:4][CH:3]=1. (2) Given the reactants [Cl:1][C:2]1[N:7]=[C:6]([Cl:8])[CH:5]=[C:4](Cl)[N:3]=1.[Cl:10][C:11]1[CH:17]=[C:16]([O:18][CH3:19])[CH:15]=[CH:14][C:12]=1[O-:13].ClC1C=C(OC)C=CC=1O.[OH-].[Na+], predict the reaction product. The product is: [Cl:1][C:2]1[N:3]=[C:4]([O:13][C:12]2[CH:14]=[CH:15][C:16]([O:18][CH3:19])=[CH:17][C:11]=2[Cl:10])[CH:5]=[C:6]([Cl:8])[N:7]=1.